From a dataset of Full USPTO retrosynthesis dataset with 1.9M reactions from patents (1976-2016). Predict the reactants needed to synthesize the given product. (1) Given the product [NH2:1][C:4]1[CH:9]=[CH:8][N:7]=[CH:6][C:5]=1[NH:11][CH:12]1[CH2:13][CH2:14][N:15]([C:18]([O:20][C:21]([CH3:24])([CH3:23])[CH3:22])=[O:19])[CH2:16][CH2:17]1, predict the reactants needed to synthesize it. The reactants are: [N+:1]([C:4]1[CH:9]=[CH:8][N+:7]([O-])=[CH:6][C:5]=1[NH:11][CH:12]1[CH2:17][CH2:16][N:15]([C:18]([O:20][C:21]([CH3:24])([CH3:23])[CH3:22])=[O:19])[CH2:14][CH2:13]1)([O-])=O. (2) Given the product [F:1][C:2]1[C:3]([C:19]2[CH:24]=[C:23]([F:25])[CH:22]=[CH:21][C:20]=2[O:26][CH3:27])=[C:4]2[CH:10]=[C:9]([C:11]3[CH2:12][CH:13]4[CH2:17][N:16]([S:36]([CH3:35])(=[O:38])=[O:37])[CH2:15][CH:14]4[CH:18]=3)[NH:8][C:5]2=[N:6][CH:7]=1, predict the reactants needed to synthesize it. The reactants are: [F:1][C:2]1[C:3]([C:19]2[CH:24]=[C:23]([F:25])[CH:22]=[CH:21][C:20]=2[O:26][CH3:27])=[C:4]2[CH:10]=[C:9]([C:11]3[CH2:12][CH:13]4[CH2:17][NH:16][CH2:15][CH:14]4[CH:18]=3)[NH:8][C:5]2=[N:6][CH:7]=1.C(N(CC)CC)C.[CH3:35][S:36](Cl)(=[O:38])=[O:37].O. (3) Given the product [N:34]([C@H:6]([CH2:16][O:17][CH2:18][CH2:19][CH2:20][CH2:21][CH2:22][CH2:23][CH2:24][CH2:25][CH2:26][CH2:27][CH2:28][CH2:29][CH2:30][CH2:31][CH2:32][CH3:33])[CH2:7][O:8][Si:9]([C:12]([CH3:15])([CH3:14])[CH3:13])([CH3:11])[CH3:10])=[N+:35]=[N-:36], predict the reactants needed to synthesize it. The reactants are: CS(O[C@@H:6]([CH2:16][O:17][CH2:18][CH2:19][CH2:20][CH2:21][CH2:22][CH2:23][CH2:24][CH2:25][CH2:26][CH2:27][CH2:28][CH2:29][CH2:30][CH2:31][CH2:32][CH3:33])[CH2:7][O:8][Si:9]([C:12]([CH3:15])([CH3:14])[CH3:13])([CH3:11])[CH3:10])(=O)=O.[N-:34]=[N+:35]=[N-:36].[Na+]. (4) Given the product [O:7]1[C:11]2([CH2:21][CH2:20][C:14]3([CH2:18][CH2:17][NH:16][CH2:15]3)[CH2:13][CH2:12]2)[O:10][CH2:9][CH2:8]1, predict the reactants needed to synthesize it. The reactants are: [H-].[H-].[H-].[H-].[Li+].[Al+3].[O:7]1[C:11]2([CH2:21][CH2:20][C:14]3([CH2:18][CH2:17][NH:16][C:15]3=O)[CH2:13][CH2:12]2)[O:10][CH2:9][CH2:8]1. (5) Given the product [Br:2][C:3]1[CH:4]=[C:5]([CH:9]=[C:32]2[CH2:37][CH2:36][N:35]([C:38]([O:40][C:41]([CH3:44])([CH3:43])[CH3:42])=[O:39])[CH2:34][CH2:33]2)[CH:6]=[CH:7][CH:8]=1, predict the reactants needed to synthesize it. The reactants are: [Br-].[Br:2][C:3]1[CH:4]=[C:5]([CH2:9][P+](C2C=CC=CC=2)(C2C=CC=CC=2)C2C=CC=CC=2)[CH:6]=[CH:7][CH:8]=1.[H-].[Na+].O=[C:32]1[CH2:37][CH2:36][N:35]([C:38]([O:40][C:41]([CH3:44])([CH3:43])[CH3:42])=[O:39])[CH2:34][CH2:33]1. (6) Given the product [C:30]1([S:27]([C:21]([CH:18]2[CH2:17][CH2:16][C:15]3[C:14]4[C:9](=[CH:10][CH:11]=[C:12]([Cl:36])[CH:13]=4)[NH:8][C:20]=3[CH2:19]2)([F:26])[C:22]([N:23]([CH3:45])[CH2:24][CH:41]=[C:42]([CH3:44])[CH3:43])=[O:25])(=[O:29])=[O:28])[CH:31]=[CH:32][CH:33]=[CH:34][CH:35]=1, predict the reactants needed to synthesize it. The reactants are: C(OC([N:8]1[C:20]2[CH2:19][CH:18]([C:21]([S:27]([C:30]3[CH:35]=[CH:34][CH:33]=[CH:32][CH:31]=3)(=[O:29])=[O:28])([F:26])[C:22](=[O:25])[NH:23][CH3:24])[CH2:17][CH2:16][C:15]=2[C:14]2[C:9]1=[CH:10][CH:11]=[C:12]([Cl:36])[CH:13]=2)=O)(C)(C)C.[H-].[Na+].BrC[CH:41]=[C:42]([CH3:44])[CH3:43].[CH2:45]1COCC1. (7) Given the product [CH3:38][O:37][C:34]1[CH:33]=[CH:32][C:31]([CH2:30][N:8]([CH2:7][C:6]2[CH:5]=[CH:4][C:3]([O:2][CH3:1])=[CH:40][CH:39]=2)[C:9]2[N:10]=[CH:11][C:12]([C:15]3[C:16]4[CH2:29][CH2:28][N:27]([S:43]([CH2:41][CH3:42])(=[O:45])=[O:44])[C:17]=4[N:18]=[C:19]([N:21]4[CH2:26][CH2:25][O:24][CH2:23][CH2:22]4)[N:20]=3)=[CH:13][N:14]=2)=[CH:36][CH:35]=1, predict the reactants needed to synthesize it. The reactants are: [CH3:1][O:2][C:3]1[CH:40]=[CH:39][C:6]([CH2:7][N:8]([CH2:30][C:31]2[CH:36]=[CH:35][C:34]([O:37][CH3:38])=[CH:33][CH:32]=2)[C:9]2[N:14]=[CH:13][C:12]([C:15]3[C:16]4[CH2:29][CH2:28][NH:27][C:17]=4[N:18]=[C:19]([N:21]4[CH2:26][CH2:25][O:24][CH2:23][CH2:22]4)[N:20]=3)=[CH:11][N:10]=2)=[CH:5][CH:4]=1.[CH2:41]([S:43](Cl)(=[O:45])=[O:44])[CH3:42]. (8) The reactants are: [NH2:1][CH2:2][CH2:3][C:4]1[CH:9]=[CH:8][C:7]([OH:10])=[CH:6][CH:5]=1.[C:11](O[C:11]([O:13][C:14]([CH3:17])([CH3:16])[CH3:15])=[O:12])([O:13][C:14]([CH3:17])([CH3:16])[CH3:15])=[O:12].C(=O)(O)[O-].[Na+]. Given the product [OH:10][C:7]1[CH:8]=[CH:9][C:4]([CH2:3][CH2:2][NH:1][C:11](=[O:12])[O:13][C:14]([CH3:17])([CH3:16])[CH3:15])=[CH:5][CH:6]=1, predict the reactants needed to synthesize it. (9) Given the product [NH2:11][C:12]1[C:21]2[N:22]=[C:23]([CH2:30][CH2:31][CH2:32][CH3:33])[N:24]([CH2:25][CH2:26][CH2:27][CH2:28][NH:29][C:8](=[O:9])[CH2:7][C:1]3[CH:6]=[CH:5][CH:4]=[CH:3][CH:2]=3)[C:20]=2[C:19]2[N:18]=[CH:17][CH:16]=[CH:15][C:14]=2[N:13]=1, predict the reactants needed to synthesize it. The reactants are: [C:1]1([CH2:7][C:8](Cl)=[O:9])[CH:6]=[CH:5][CH:4]=[CH:3][CH:2]=1.[NH2:11][C:12]1[C:21]2[N:22]=[C:23]([CH2:30][CH2:31][CH2:32][CH3:33])[N:24]([CH2:25][CH2:26][CH2:27][CH2:28][NH2:29])[C:20]=2[C:19]2[N:18]=[CH:17][CH:16]=[CH:15][C:14]=2[N:13]=1.CO.CCCCCC. (10) Given the product [NH2:3][C:4]1[N:5]=[C:6]([C:23]2[CH:28]=[CH:27][CH:26]=[CH:25][CH:24]=2)[C:7]([C:13]2[CH:14]=[CH:15][C:16](=[O:22])[N:17]([CH:19]([CH3:21])[CH3:20])[N:18]=2)=[C:8]([O:22][CH2:16][C:15]#[CH:14])[N:9]=1, predict the reactants needed to synthesize it. The reactants are: [H-].[Na+].[NH2:3][C:4]1[N:9]=[C:8](S(C)=O)[C:7]([C:13]2[CH:14]=[CH:15][C:16](=[O:22])[N:17]([CH:19]([CH3:21])[CH3:20])[N:18]=2)=[C:6]([C:23]2[CH:28]=[CH:27][CH:26]=[CH:25][CH:24]=2)[N:5]=1.